From a dataset of Peptide-MHC class II binding affinity with 134,281 pairs from IEDB. Regression. Given a peptide amino acid sequence and an MHC pseudo amino acid sequence, predict their binding affinity value. This is MHC class II binding data. (1) The peptide sequence is GSLKPNCGNKVVVSY. The MHC is DRB1_0401 with pseudo-sequence DRB1_0401. The binding affinity (normalized) is 0.225. (2) The peptide sequence is SQDLDLSWNLNGLQAY. The MHC is DRB1_0401 with pseudo-sequence DRB1_0401. The binding affinity (normalized) is 0.404. (3) The peptide sequence is RWFHERGYVKLEGRV. The MHC is DRB1_0801 with pseudo-sequence DRB1_0801. The binding affinity (normalized) is 0.602.